This data is from Full USPTO retrosynthesis dataset with 1.9M reactions from patents (1976-2016). The task is: Predict the reactants needed to synthesize the given product. (1) Given the product [CH:1]12[CH2:10][CH:5]3[CH2:6][CH:7]([CH2:9][CH:3]([CH2:4]3)[CH:2]1[NH:11][C:12]([N:14]1[CH2:15][CH2:16][C:17]3([C:27]4[C:22](=[CH:23][CH:24]=[CH:25][CH:26]=4)[NH:21][CH2:20]3)[CH2:18][CH2:19]1)=[O:13])[CH2:8]2, predict the reactants needed to synthesize it. The reactants are: [CH:1]12[CH2:10][CH:5]3[CH2:6][CH:7]([CH2:9][CH:3]([CH2:4]3)[CH:2]1[NH:11][C:12]([N:14]1[CH2:19][CH2:18][C:17]3([C:27]4[C:22](=[CH:23][CH:24]=[CH:25][CH:26]=4)[N:21](C(OC(C)(C)C)=O)[CH2:20]3)[CH2:16][CH2:15]1)=[O:13])[CH2:8]2.FC(F)(F)C(O)=O. (2) Given the product [CH2:1]([O:3][C:4](=[O:15])[C:5]1[CH:10]=[CH:9][C:8]([O:11][CH2:12][CH3:13])=[C:7]([N:14]=[C:27]=[S:28])[CH:6]=1)[CH3:2], predict the reactants needed to synthesize it. The reactants are: [CH2:1]([O:3][C:4](=[O:15])[C:5]1[CH:10]=[CH:9][C:8]([O:11][CH2:12][CH3:13])=[C:7]([NH2:14])[CH:6]=1)[CH3:2].CC1C=CC(C(N)=O)=CC=1N[C:27](N)=[S:28]. (3) Given the product [CH3:3][C:4]1[C:8]2[CH:9]=[CH:10][C:11]([C:13]([OH:15])=[O:14])=[CH:12][C:7]=2[O:6][N:5]=1, predict the reactants needed to synthesize it. The reactants are: [OH-].[Na+].[CH3:3][C:4]1[C:8]2[CH:9]=[CH:10][C:11]([C:13]([O:15]C)=[O:14])=[CH:12][C:7]=2[O:6][N:5]=1. (4) Given the product [S:1]([N:11]1[C:19]2[C:14](=[C:15]([CH2:20][NH2:21])[CH:16]=[CH:17][CH:18]=2)[CH:13]=[CH:12]1)([C:4]1[CH:5]=[CH:6][C:7]([CH3:8])=[CH:9][CH:10]=1)(=[O:2])=[O:3], predict the reactants needed to synthesize it. The reactants are: [S:1]([N:11]1[C:19]2[CH:18]=[CH:17][CH:16]=[C:15]([C:20]#[N:21])[C:14]=2[CH:13]=[CH:12]1)([C:4]1[CH:10]=[CH:9][C:7]([CH3:8])=[CH:6][CH:5]=1)(=[O:3])=[O:2].N. (5) Given the product [CH3:16][C:14]1[CH:13]=[CH:12][C:7]([C:8]([OH:10])=[O:9])=[C:6]([SH:5])[CH:15]=1, predict the reactants needed to synthesize it. The reactants are: CN(C)C([S:5][C:6]1[CH:15]=[C:14]([CH3:16])[CH:13]=[CH:12][C:7]=1[C:8]([O:10]C)=[O:9])=O.Cl.